This data is from Forward reaction prediction with 1.9M reactions from USPTO patents (1976-2016). The task is: Predict the product of the given reaction. (1) Given the reactants [CH3:1][O:2][C:3]([C@H:5]1[CH2:10][CH2:9][C@H:8]([O:11][C:12]2[CH:20]=[CH:19][C:15]([C:16]([OH:18])=O)=[CH:14][CH:13]=2)[CH2:7][CH2:6]1)=[O:4].C(N(C(C)C)CC)(C)C.[CH2:30]([C:37]1[S:41][C:40]([NH2:42])=[N:39][N:38]=1)[C:31]1[CH:36]=[CH:35][CH:34]=[CH:33][CH:32]=1.CN(C=O)C, predict the reaction product. The product is: [CH2:30]([C:37]1[S:41][C:40]([NH:42][C:16]([C:15]2[CH:14]=[CH:13][C:12]([O:11][C@H:8]3[CH2:7][CH2:6][C@H:5]([C:3]([O:2][CH3:1])=[O:4])[CH2:10][CH2:9]3)=[CH:20][CH:19]=2)=[O:18])=[N:39][N:38]=1)[C:31]1[CH:32]=[CH:33][CH:34]=[CH:35][CH:36]=1. (2) Given the reactants [F:1][C:2]1[CH:10]=[CH:9][CH:8]=[C:7]2[C:3]=1[CH2:4][CH2:5][C:6]2=[O:11].C=O.[C:14]1(B(O)O)C=CC=CC=1.C(O)(C(F)(F)F)=O.C([O-])(O)=O.[Na+], predict the reaction product. The product is: [F:1][C:2]1[CH:10]=[CH:9][CH:8]=[C:7]2[C:3]=1[CH2:4][C:5](=[CH2:14])[C:6]2=[O:11]. (3) Given the reactants C(OC(=O)[NH:7][CH:8]1[CH2:13][CH2:12][C:11]([F:15])([F:14])[CH2:10][CH2:9]1)(C)(C)C, predict the reaction product. The product is: [F:14][C:11]1([F:15])[CH2:12][CH2:13][CH:8]([NH2:7])[CH2:9][CH2:10]1. (4) Given the reactants [N+:1]([C:4]1[CH:5]=[C:6]2[C:10](=[CH:11][CH:12]=1)[NH:9][CH:8]=[C:7]2[C:13]1[CH2:14][CH2:15][CH2:16][N:17]([C:19]([O:21][C:22]([CH3:25])([CH3:24])[CH3:23])=[O:20])[CH:18]=1)([O-:3])=[O:2].[H-].[Na+].CI.[C:30](OCC)(=O)C, predict the reaction product. The product is: [CH3:30][N:9]1[C:10]2[C:6](=[CH:5][C:4]([N+:1]([O-:3])=[O:2])=[CH:12][CH:11]=2)[C:7]([C:13]2[CH2:14][CH2:15][CH2:16][N:17]([C:19]([O:21][C:22]([CH3:25])([CH3:24])[CH3:23])=[O:20])[CH:18]=2)=[CH:8]1. (5) The product is: [Br:1][C:2]1[CH:7]=[CH:6][C:5]([CH:8]([CH3:10])[CH3:9])=[CH:4][C:3]=1[CH2:13][Cl:14]. Given the reactants [Br:1][C:2]1[CH:7]=[CH:6][C:5]([CH:8]([CH3:10])[CH3:9])=[CH:4][CH:3]=1.CO[CH2:13][Cl:14].[Cl-].[Al+3].[Cl-].[Cl-].Cl, predict the reaction product.